This data is from Peptide-MHC class I binding affinity with 185,985 pairs from IEDB/IMGT. The task is: Regression. Given a peptide amino acid sequence and an MHC pseudo amino acid sequence, predict their binding affinity value. This is MHC class I binding data. (1) The binding affinity (normalized) is 1.00. The MHC is HLA-A68:01 with pseudo-sequence HLA-A68:01. The peptide sequence is SVSIILANER. (2) The peptide sequence is ELANEVKVLL. The MHC is HLA-A02:01 with pseudo-sequence HLA-A02:01. The binding affinity (normalized) is 0.613. (3) The peptide sequence is GLTADARLL. The MHC is HLA-A68:02 with pseudo-sequence HLA-A68:02. The binding affinity (normalized) is 0. (4) The peptide sequence is RYPLTLGW. The MHC is HLA-A26:01 with pseudo-sequence HLA-A26:01. The binding affinity (normalized) is 0. (5) The peptide sequence is QLREAATEA. The MHC is HLA-B15:01 with pseudo-sequence HLA-B15:01. The binding affinity (normalized) is 0. (6) The peptide sequence is KSFFWFNEV. The MHC is HLA-A68:02 with pseudo-sequence HLA-A68:02. The binding affinity (normalized) is 0.591.